From a dataset of Reaction yield outcomes from USPTO patents with 853,638 reactions. Predict the reaction yield, written as a fraction of the theoretical maximum amount of product (1.0 means a 100% yield; for example, 0.34 means a 34% yield). (1) The reactants are [S:1]([OH:11])(=[O:10])([C:3]1[CH:8]=[CH:7][C:6]([NH2:9])=[CH:5][CH:4]=1)=[O:2].[N:12]([O-])=O.[Na+].[F:16][C:17]1[CH:22]=[CH:21][CH:20]=[C:19]([F:23])[C:18]=1[OH:24].[OH-].[K+]. The catalyst is O.Cl.O1CCOCC1. The product is [F:16][C:17]1[CH:22]=[C:21]([N:12]=[N:9][C:6]2[CH:5]=[CH:4][C:3]([S:1]([OH:11])(=[O:10])=[O:2])=[CH:8][CH:7]=2)[CH:20]=[C:19]([F:23])[C:18]=1[OH:24]. The yield is 0.790. (2) The reactants are [OH:1][C:2]1[N:3]=[CH:4][C:5]2[C:10]([CH:11]=1)=[CH:9][CH:8]=[CH:7][CH:6]=2.[S:12]1[CH:16]=[CH:15][C:14]2[C:17]([N:21]3[CH2:26][CH2:25][N:24]([CH2:27][CH2:28][CH2:29][Cl:30])[CH2:23][CH2:22]3)=[CH:18][CH:19]=[CH:20][C:13]1=2.C(=O)([O-])[O-].[K+].[K+].CN(C)C=O. The catalyst is O. The product is [ClH:30].[S:12]1[CH:16]=[CH:15][C:14]2[C:17]([N:21]3[CH2:22][CH2:23][N:24]([CH2:27][CH2:28][CH2:29][O:1][C:2]4[N:3]=[CH:4][C:5]5[C:10]([CH:11]=4)=[CH:9][CH:8]=[CH:7][CH:6]=5)[CH2:25][CH2:26]3)=[CH:18][CH:19]=[CH:20][C:13]1=2. The yield is 0.370. (3) The reactants are [Cl:1][C:2]1[CH:7]=[CH:6][C:5]([N:8]2[CH:12]=[C:11]([C:13]([OH:15])=[O:14])[N:10]=[C:9]2[C:16]2[CH:21]=[CH:20][C:19]([Cl:22])=[CH:18][C:17]=2[Cl:23])=[CH:4][CH:3]=1.[C:24](OC(O[C:24]([CH3:27])([CH3:26])[CH3:25])N(C)C)([CH3:27])([CH3:26])[CH3:25]. The catalyst is C1(C)C=CC=CC=1. The product is [Cl:1][C:2]1[CH:3]=[CH:4][C:5]([N:8]2[CH:12]=[C:11]([C:13]([O:15][C:24]([CH3:27])([CH3:26])[CH3:25])=[O:14])[N:10]=[C:9]2[C:16]2[CH:21]=[CH:20][C:19]([Cl:22])=[CH:18][C:17]=2[Cl:23])=[CH:6][CH:7]=1. The yield is 0.490.